The task is: Regression. Given a peptide amino acid sequence and an MHC pseudo amino acid sequence, predict their binding affinity value. This is MHC class I binding data.. This data is from Peptide-MHC class I binding affinity with 185,985 pairs from IEDB/IMGT. The peptide sequence is VHGMNFTKL. The MHC is HLA-A02:01 with pseudo-sequence HLA-A02:01. The binding affinity (normalized) is 0.0847.